The task is: Predict the reactants needed to synthesize the given product.. This data is from Full USPTO retrosynthesis dataset with 1.9M reactions from patents (1976-2016). (1) Given the product [NH2:21][CH:18]1[CH2:19][CH2:20][N:15]([CH2:14][CH:12]2[C:5]3=[CH:6][CH:7]=[N:8][C:9]4[CH:10]=[CH:11][C:2](=[O:1])[N:3]([C:4]=43)[CH2:13]2)[CH2:16][CH2:17]1, predict the reactants needed to synthesize it. The reactants are: [O:1]=[C:2]1[CH:11]=[CH:10][C:9]2[N:8]=[CH:7][CH:6]=[C:5]3[CH:12]([CH2:14][N:15]4[CH2:20][CH2:19][CH:18]([NH:21]C(=O)OC(C)(C)C)[CH2:17][CH2:16]4)[CH2:13][N:3]1[C:4]=23.Cl. (2) Given the product [F:1][C:2]1[CH:7]=[CH:6][C:5]([C:8]2[S:9][C:10]3[CH2:11][C:12]4[C:18]([C:19]5[CH:24]=[CH:23][C:22]([O:25][CH3:26])=[CH:21][CH:20]=5)=[N:17][NH:16][C:13]=4[C:14]=3[CH:15]=2)=[CH:4][CH:3]=1, predict the reactants needed to synthesize it. The reactants are: [F:1][C:2]1[CH:7]=[CH:6][C:5]([C:8]2[S:9][C:10]3[CH2:11][C:12]4[C:18]([C:19]5[CH:24]=[CH:23][C:22]([O:25][CH3:26])=[CH:21][CH:20]=5)=[N:17][N:16](COCC[Si](C)(C)C)[C:13]=4[C:14]=3[CH:15]=2)=[CH:4][CH:3]=1.Cl. (3) Given the product [CH3:1][O:2][C:3]1[CH:4]=[CH:5][C:6]([C:7]([NH:9][C:10]2[C:11]([NH:16][C:17]([CH:19]3[CH2:20][CH2:21][N:22]([CH2:31][C:30]4[CH:33]=[CH:34][C:35]([OH:36])=[C:28]([Cl:27])[CH:29]=4)[CH2:23][CH2:24]3)=[O:18])=[CH:12][CH:13]=[CH:14][CH:15]=2)=[O:8])=[CH:25][CH:26]=1, predict the reactants needed to synthesize it. The reactants are: [CH3:1][O:2][C:3]1[CH:26]=[CH:25][C:6]([C:7]([NH:9][C:10]2[C:11]([NH:16][C:17]([CH:19]3[CH2:24][CH2:23][NH:22][CH2:21][CH2:20]3)=[O:18])=[CH:12][CH:13]=[CH:14][CH:15]=2)=[O:8])=[CH:5][CH:4]=1.[Cl:27][C:28]1[CH:29]=[C:30]([CH:33]=[CH:34][C:35]=1[OH:36])[CH:31]=O.